From a dataset of Catalyst prediction with 721,799 reactions and 888 catalyst types from USPTO. Predict which catalyst facilitates the given reaction. Reactant: [CH3:1][O:2][C:3](=[O:32])[C:4]1[CH:9]=[CH:8][C:7]([CH:10]=[C:11]([C:22]([O:24]CC2C=CC=CC=2)=[O:23])[C:12]2[CH:17]=[CH:16][C:15]([CH2:18][CH:19]([CH3:21])[CH3:20])=[CH:14][CH:13]=2)=[CH:6][CH:5]=1. Product: [CH3:1][O:2][C:3](=[O:32])[C:4]1[CH:5]=[CH:6][C:7]([CH2:10][CH:11]([C:22]([OH:24])=[O:23])[C:12]2[CH:17]=[CH:16][C:15]([CH2:18][CH:19]([CH3:21])[CH3:20])=[CH:14][CH:13]=2)=[CH:8][CH:9]=1. The catalyst class is: 285.